Dataset: Forward reaction prediction with 1.9M reactions from USPTO patents (1976-2016). Task: Predict the product of the given reaction. (1) Given the reactants [CH3:1][C:2]1[N:3]=[C:4]([C:13]2[CH:18]=[CH:17][CH:16]=[CH:15][CH:14]=2)[N:5]2[C:10]=1[CH:9]=[N:8][C:7](SC)=[N:6]2.CC1N=C(C2C=CC=CC=2)N2C=1C=NC(S(C)(=O)=O)=N2.[CH3:39][C:40]([NH:42][C:43]1[CH:48]=[CH:47][C:46]([NH2:49])=[CH:45][CH:44]=1)=[O:41], predict the reaction product. The product is: [CH3:1][C:2]1[N:3]=[C:4]([C:13]2[CH:18]=[CH:17][CH:16]=[CH:15][CH:14]=2)[N:5]2[C:10]=1[CH:9]=[N:8][C:7]([NH:49][C:46]1[CH:45]=[CH:44][C:43]([NH:42][C:40](=[O:41])[CH3:39])=[CH:48][CH:47]=1)=[N:6]2. (2) Given the reactants [C:1]([C:4]1[CH:5]([C:20]2[CH:25]=[CH:24][C:23]([Cl:26])=[CH:22][CH:21]=2)[N:6]([C:11]2[CH:12]=[C:13]([Cl:19])[C:14](=[O:18])[N:15]([CH3:17])[CH:16]=2)[C:7](=[O:10])[C:8]=1O)(=O)[CH3:2].[CH3:27][NH:28][NH2:29], predict the reaction product. The product is: [Cl:19][C:13]1[C:14](=[O:18])[N:15]([CH3:17])[CH:16]=[C:11]([N:6]2[CH:5]([C:20]3[CH:25]=[CH:24][C:23]([Cl:26])=[CH:22][CH:21]=3)[C:4]3[C:1]([CH3:2])=[N:29][N:28]([CH3:27])[C:8]=3[C:7]2=[O:10])[CH:12]=1. (3) Given the reactants [N+:1]([C:4]1[CH:14]=[CH:13][C:7]2[NH:8][C:9](=O)[CH2:10][O:11][C:6]=2[CH:5]=1)([O-:3])=[O:2].C(N(CC)CC)C.[F:22][C:23]([F:34])([F:33])[C:24](O[C:24](=[O:25])[C:23]([F:34])([F:33])[F:22])=[O:25].Cl, predict the reaction product. The product is: [F:22][C:23]([F:34])([F:33])[C:24]([N:8]1[C:7]2[CH:13]=[CH:14][C:4]([N+:1]([O-:3])=[O:2])=[CH:5][C:6]=2[O:11][CH2:10][CH2:9]1)=[O:25]. (4) Given the reactants [OH:1][C:2]1[CH:7]=[CH:6][C:5]([Cl:8])=[CH:4][C:3]=1[S:9](Cl)(=[O:11])=[O:10].[NH:13]1[CH2:17][CH2:16][CH2:15][CH2:14]1, predict the reaction product. The product is: [OH:1][C:2]1[CH:7]=[CH:6][C:5]([Cl:8])=[CH:4][C:3]=1[S:9]([N:13]1[CH2:17][CH2:16][CH2:15][CH2:14]1)(=[O:11])=[O:10]. (5) Given the reactants BrC1C=CC(OC)=C(C)C=1.C(N1CCNCC1)CC1C=CC=CC=1.Br[C:26]1[C:31]([F:32])=[CH:30][C:29]([O:33][CH3:34])=[C:28]([F:35])[CH:27]=1.[CH:36]1([CH2:42][CH2:43][CH2:44][CH:45]2[CH2:50][CH2:49][NH:48][CH2:47][CH2:46]2)[CH2:41][CH2:40][CH2:39][CH2:38][CH2:37]1, predict the reaction product. The product is: [CH:36]1([CH2:42][CH2:43][CH2:44][CH:45]2[CH2:46][CH2:47][N:48]([C:26]3[CH:27]=[C:28]([F:35])[C:29]([O:33][CH3:34])=[CH:30][C:31]=3[F:32])[CH2:49][CH2:50]2)[CH2:37][CH2:38][CH2:39][CH2:40][CH2:41]1. (6) Given the reactants [Cl:1][C:2]1[CH:3]=[C:4]([S:9]([NH:12][C:13]2[C:18]([O:19][CH3:20])=[CH:17][C:16]([Cl:21])=[CH:15][N:14]=2)(=[O:11])=[O:10])[CH:5]=[N:6][C:7]=1Cl.[CH3:22][NH:23][CH3:24].O, predict the reaction product. The product is: [Cl:1][C:2]1[CH:3]=[C:4]([S:9]([NH:12][C:13]2[C:18]([O:19][CH3:20])=[CH:17][C:16]([Cl:21])=[CH:15][N:14]=2)(=[O:11])=[O:10])[CH:5]=[N:6][C:7]=1[N:23]([CH3:24])[CH3:22]. (7) Given the reactants [NH2:1][C:2]1[CH:7]=[CH:6][C:5]([N:8]2[C:12]([C:13]3[CH:18]=[C:17]([C:19]([CH3:22])([CH3:21])[CH3:20])[CH:16]=[C:15]([C:23]([CH3:26])([CH3:25])[CH3:24])[CH:14]=3)=[CH:11][C:10]([C:27]3[CH:36]=[CH:35][C:30]([C:31]([O:33][CH3:34])=[O:32])=[CH:29][CH:28]=3)=[N:9]2)=[CH:4][CH:3]=1.N1C=CC=CC=1.[CH3:43][S:44](Cl)(=[O:46])=[O:45], predict the reaction product. The product is: [C:23]([C:15]1[CH:14]=[C:13]([C:12]2[N:8]([C:5]3[CH:6]=[CH:7][C:2]([NH:1][S:44]([CH3:43])(=[O:46])=[O:45])=[CH:3][CH:4]=3)[N:9]=[C:10]([C:27]3[CH:28]=[CH:29][C:30]([C:31]([O:33][CH3:34])=[O:32])=[CH:35][CH:36]=3)[CH:11]=2)[CH:18]=[C:17]([C:19]([CH3:20])([CH3:21])[CH3:22])[CH:16]=1)([CH3:26])([CH3:25])[CH3:24]. (8) Given the reactants [Cl:1][C:2]1[CH:7]=[CH:6][CH:5]=[CH:4][C:3]=1[C:8]1[O:12][N:11]=[CH:10][C:9]=1[C:13]([OH:15])=O.[CH2:16]([CH:23]1[CH2:27][CH2:26][CH2:25][NH:24]1)[C:17]1[CH:22]=[CH:21][CH:20]=[CH:19][CH:18]=1, predict the reaction product. The product is: [CH2:16]([CH:23]1[CH2:27][CH2:26][CH2:25][N:24]1[C:13]([C:9]1[CH:10]=[N:11][O:12][C:8]=1[C:3]1[CH:4]=[CH:5][CH:6]=[CH:7][C:2]=1[Cl:1])=[O:15])[C:17]1[CH:22]=[CH:21][CH:20]=[CH:19][CH:18]=1. (9) Given the reactants [NH2:1][CH:2]([C:6]([NH2:8])=[O:7])[C:3]([NH2:5])=[O:4].[CH:9](O)=[O:10].C(OCC)(OCC)OCC.[ClH:22], predict the reaction product. The product is: [OH2:4].[OH2:10].[ClH:22].[OH:4][C:3]1[NH:5][CH:9]=[N:1][C:2]=1[C:6]([NH2:8])=[O:7]. (10) Given the reactants O[CH2:2][C:3]1[CH:8]=[CH:7][C:6]([C:9]2[CH:14]=[CH:13][C:12]([C:15]([O:17][CH3:18])=[O:16])=[CH:11][CH:10]=2)=[C:5]([O:19][CH3:20])[CH:4]=1.[Li+].[Br-].P(Br)(Br)[Br:24], predict the reaction product. The product is: [Br:24][CH2:2][C:3]1[CH:8]=[CH:7][C:6]([C:9]2[CH:14]=[CH:13][C:12]([C:15]([O:17][CH3:18])=[O:16])=[CH:11][CH:10]=2)=[C:5]([O:19][CH3:20])[CH:4]=1.